Predict the reaction yield, written as a fraction of the theoretical maximum amount of product (1.0 means a 100% yield; for example, 0.34 means a 34% yield). From a dataset of Reaction yield outcomes from USPTO patents with 853,638 reactions. (1) The reactants are [F:1][C:2]([F:22])([F:21])[C:3]1[CH:4]=[C:5]([C:9]2[CH:10]=[CH:11][C:12]3[N:18]4[CH2:19][C@H:15]([CH2:16][CH2:17]4)[NH:14][C:13]=3[N:20]=2)[CH:6]=[CH:7][CH:8]=1.CCN(C(C)C)C(C)C.Cl[C:33](Cl)([O:35]C(=O)OC(Cl)(Cl)Cl)Cl.[NH2:44][C:45]1[CH:46]=[C:47]([C:51]2[O:55][C:54]([CH2:56][NH:57][C:58](=[O:67])[O:59][CH2:60][C:61]3[CH:66]=[CH:65][CH:64]=[CH:63][CH:62]=3)=[N:53][CH:52]=2)[CH:48]=[CH:49][CH:50]=1. The catalyst is C(Cl)Cl. The product is [F:22][C:2]([F:21])([F:1])[C:3]1[CH:4]=[C:5]([C:9]2[CH:10]=[CH:11][C:12]3[N:18]4[CH2:19][C@H:15]([CH2:16][CH2:17]4)[N:14]([C:33]([NH:44][C:45]4[CH:46]=[C:47]([C:51]5[O:55][C:54]([CH2:56][NH:57][C:58](=[O:67])[O:59][CH2:60][C:61]6[CH:66]=[CH:65][CH:64]=[CH:63][CH:62]=6)=[N:53][CH:52]=5)[CH:48]=[CH:49][CH:50]=4)=[O:35])[C:13]=3[N:20]=2)[CH:6]=[CH:7][CH:8]=1. The yield is 0.140. (2) The reactants are [CH3:1][O:2][C:3]1[N:4]=[C:5]2[C:10](=[CH:11][CH:12]=1)[N:9]=[CH:8][CH:7]=[C:6]2[N:13]1[CH:21]=[C:20]2[C:15]([CH2:16][CH2:17][CH:18]([NH2:22])[CH2:19]2)=[N:14]1.C([O-])([O-])=O.[K+].[K+].Cl[CH2:30][C:31]([NH:33][C:34]1[CH:39]=[C:38]([F:40])[CH:37]=[C:36]([F:41])[CH:35]=1)=[O:32].[Na+].[I-]. The catalyst is CN(C=O)C.CCOC(C)=O. The product is [F:40][C:38]1[CH:39]=[C:34]([NH:33][C:31](=[O:32])[CH2:30][NH:22][CH:18]2[CH2:17][CH2:16][C:15]3[C:20](=[CH:21][N:13]([C:6]4[C:5]5[C:10](=[CH:11][CH:12]=[C:3]([O:2][CH3:1])[N:4]=5)[N:9]=[CH:8][CH:7]=4)[N:14]=3)[CH2:19]2)[CH:35]=[C:36]([F:41])[CH:37]=1. The yield is 0.640.